This data is from Experimentally validated miRNA-target interactions with 360,000+ pairs, plus equal number of negative samples. The task is: Binary Classification. Given a miRNA mature sequence and a target amino acid sequence, predict their likelihood of interaction. (1) The miRNA is hsa-miR-6850-5p with sequence GUGCGGAACGCUGGCCGGGGCG. The protein sequence of the target gene is MNSGAMRIHSKGHFQGGIQVKNEKNRPSLKSLKTDNRPEKSKCKPLWGKVFYLDLPSVTISEKLQKDIKDLGGRVEEFLSKDISYLISNKKEAKFAQTLGRISPVPSPESAYTAETTSPHPSHDGSSFKSPDTVCLSRGKLLVEKAIKDHDFIPSNSILSNALSWGVKILHIDDIRYYIEQKKKELYLLKKSSTSVRDGGKRVGSGAQKTRTGRLKKPFVKVEDMSQLYRPFYLQLTNMPFINYSIQKPCSPFDVDKPSSMQKQTQVKLRIQTDGDKYGGTSIQLQLKEKKKKGYCECCL.... Result: 0 (no interaction). (2) The miRNA is hsa-miR-642b-3p with sequence AGACACAUUUGGAGAGGGACCC. The protein sequence of the target gene is MMKLRHKNKKPGEGSKGHKKISWPYPQPAKQNGKKATSKVPSAPHFVHPNDHANREAELKKKWVEEMREKQQAAREQERQKRRTIESYCQDVLRRQEEFEHKEEVLQELNMFPQLDDEATRKAYYKEFRKVVEYSDVILEVLDARDPLGCRCFQMEEAVLRAQGNKKLVLVLNKIDLVPKEVVEKWLDYLRNELPTVAFKASTQHQVKNLNRCSVPVDQASESLLKSKACFGAENLMRVLGNYCRLGEVRTHIRVGVVGLPNVGKSSLINSLKRSRACSVGAVPGITKFMQEVYLDKFIR.... Result: 0 (no interaction). (3) The miRNA is gga-miR-133a-3p with sequence UUGGUCCCCUUCAACCAGCUGU. The protein sequence of the target gene is MTQQPQDDFDRSVEDAQAWMKAVQDQLQVNDNTQGPRAALEARLWETEKICQLEPEGRVRVDLVLRMAEALLACCPGDQKPGILARLKDIKAQWEETVTYMTHCHSRIEWVWLHWSEYLLARDEFYRWFQKMMVTLEPHIELQLGLKEKQWQLSHAQVLLHNVDNQAVLLDRLLEEAASLFNRIGDPSVDEDAQKRMKAEYDAVKAKAQKRVDLLEQVAREHEEYQAGVDEFQLWLKAVVEKVNGCLGRNCKLPITQRLSTLQDIAKDFPRGEESLETLEEQSAGVIRNTSPLGAEKITG.... Result: 0 (no interaction). (4) The miRNA is hsa-miR-654-5p with sequence UGGUGGGCCGCAGAACAUGUGC. The protein sequence of the target gene is MRLLAAALLLLLLALCASRVDGSKCKCSRKGPKIRYSDVKKLEMKPKYPHCEEKMVIVTTKSMSRYRGQEHCLHPKLQSTKRFIKWYNAWNEKRRVYEE. Result: 0 (no interaction). (5) The miRNA is hsa-miR-610 with sequence UGAGCUAAAUGUGUGCUGGGA. The protein sequence of the target gene is MAASTDMAGLEESFRKFAIHGDPKASGQEMNGKNWAKLCKDCKVADGKSVTGTDVDIVFSKVKGKSARVINYEEFKKALEELATKRFKGKSKEEAFDAICQLVAGKEPANVGVTKAKTGGAVDRLTDTSRYTGSHKERFDESGKGKGIAGRQDILDDSGYVSAYKNAGTYDAKVKK. Result: 0 (no interaction). (6) The miRNA is hsa-miR-30b-5p with sequence UGUAAACAUCCUACACUCAGCU. The protein sequence of the target gene is MHSSNPKVRSSPSGNTQSSPKSKQEVMVRPPTVMSPSGNPQLDSKFSNQGKQGGSASQSQPSPCDSKSGGHTPKALPGPGGSMGLKNGAGNGAKGKGKRERSISADSFDQRDPGTPNDDSDIKECNSADHIKSQDSQHTPHSMTPSNATAPRSSTPSHGQTTATEPTPAQKTPAKVVYVFSTEMANKAAEAVLKGQVETIVSFHIQNISNNKTERSTAPLNTQISALRNDPKPLPQQPPAPANQDQNSSQNTRLQPTPPIPAPAPKPAAPPRPLDRESPGVENKLIPSVGSPASSTPLPP.... Result: 1 (interaction). (7) The miRNA is hsa-miR-3960 with sequence GGCGGCGGCGGAGGCGGGGG. The protein sequence of the target gene is MASPTKGGDLFSSDEEGPAVLAGPGPGPGGAEGSAEERRVKVSSLPFSVEALMSDKKPPKESPAVPPDCASAGAVLRPLLLPGHGVRDAHSPGPLVKPFETASVKSENSEDGAPWIQEPGRYSPPPRHMSPTTCTLRKHKTNRKPRTPFTTSQLLALERKFRQKQYLSIAERAEFSSSLNLTETQVKIWFQNRRAKAKRLQEAELEKLKMAAKPMLPSGFSLPFPINSPLQAASIYGASYPFHRPVLPIPPVGLYATPVGYGMYHLS. Result: 0 (no interaction).